This data is from Full USPTO retrosynthesis dataset with 1.9M reactions from patents (1976-2016). The task is: Predict the reactants needed to synthesize the given product. (1) Given the product [F:1][C:2]1[CH:7]=[C:6]([F:8])[CH:5]=[CH:4][C:3]=1[CH2:9][C:10]1[O:12][N:26]=[C:20]([C:21]([O:23][CH2:24][CH3:25])=[O:22])[N:19]=1, predict the reactants needed to synthesize it. The reactants are: [F:1][C:2]1[CH:7]=[C:6]([F:8])[CH:5]=[CH:4][C:3]=1[CH2:9][C:10]([OH:12])=O.C(Cl)(=O)C(Cl)=O.[NH2:19][C:20](=[N:26]O)[C:21]([O:23][CH2:24][CH3:25])=[O:22].C(N(CC)C(C)C)(C)C. (2) The reactants are: [CH2:1]([N:8]1[CH:16]=[C:15]2[C:10]([CH:11]=[C:12]([C:17]3[CH:18]=[C:19]([CH:27]4[O:32][CH2:31][CH2:30][NH:29][CH2:28]4)[N:20]4[C:25]=3[C:24]([NH2:26])=[N:23][CH:22]=[N:21]4)[CH:13]=[CH:14]2)=[N:9]1)[C:2]1[CH:7]=[CH:6][CH:5]=[CH:4][CH:3]=1.F[P-](F)(F)(F)(F)F.N1(O[P+](N(C)C)(N(C)C)N(C)C)C2C=CC=CC=2N=N1.[CH3:60][N:61]1[CH2:66]C[O:64][CH2:63][CH2:62]1.Cl.CN(C)CC(O)=O.C[O-].[Na+].N. Given the product [CH2:1]([N:8]1[CH:16]=[C:15]2[C:10]([CH:11]=[C:12]([C:17]3[CH:18]=[C:19]([CH:27]4[O:32][CH2:31][CH2:30][N:29]([C:63](=[O:64])[CH2:62][N:61]([CH3:66])[CH3:60])[CH2:28]4)[N:20]4[C:25]=3[C:24]([NH2:26])=[N:23][CH:22]=[N:21]4)[CH:13]=[CH:14]2)=[N:9]1)[C:2]1[CH:7]=[CH:6][CH:5]=[CH:4][CH:3]=1, predict the reactants needed to synthesize it.